This data is from Forward reaction prediction with 1.9M reactions from USPTO patents (1976-2016). The task is: Predict the product of the given reaction. (1) Given the reactants [Cl:1][C:2]1[CH:10]=[CH:9][C:5]([C:6]([OH:8])=O)=[CH:4][CH:3]=1.CCN=C=NCCCN(C)C.Cl.C1C=CC2N(O)N=NC=2C=1.O.[NH:34]=[C:35]1[N:39]([CH:40]2[CH2:45][CH2:44][N:43]([C:46]([O:48][C:49]([CH3:52])([CH3:51])[CH3:50])=[O:47])[CH2:42][CH2:41]2)[C:38]2[CH:53]=[CH:54][CH:55]=[CH:56][C:37]=2[NH:36]1.C([O-])(O)=O.[Na+], predict the reaction product. The product is: [Cl:1][C:2]1[CH:3]=[CH:4][C:5]([C:6]([NH:34][C:35]2[N:39]([CH:40]3[CH2:41][CH2:42][N:43]([C:46]([O:48][C:49]([CH3:50])([CH3:51])[CH3:52])=[O:47])[CH2:44][CH2:45]3)[C:38]3[CH:53]=[CH:54][CH:55]=[CH:56][C:37]=3[N:36]=2)=[O:8])=[CH:9][CH:10]=1. (2) Given the reactants [CH3:1][O:2][C:3]([C:5]1[C:6]([CH3:13])=[N:7][C:8]([Cl:12])=[CH:9][C:10]=1[CH3:11])=[O:4].[Br:14]N1C(=O)CCC1=O.C(O)(=O)C, predict the reaction product. The product is: [CH3:1][O:2][C:3]([C:5]1[C:6]([CH2:13][Br:14])=[N:7][C:8]([Cl:12])=[CH:9][C:10]=1[CH3:11])=[O:4]. (3) Given the reactants [NH2:1][C:2]1[C:7]([C:8]([NH:10][C@H:11]([CH3:19])[CH2:12][C:13]2[CH:18]=[CH:17][CH:16]=[CH:15][CH:14]=2)=[O:9])=[C:6]([C:20]([F:23])([F:22])[F:21])[N:5]=[CH:4][CH:3]=1.[CH:24](=O)[C:25]1[C:26]([O:31][CH3:32])=[CH:27][CH:28]=[CH:29][CH:30]=1, predict the reaction product. The product is: [CH3:32][O:31][C:26]1[CH:27]=[CH:28][CH:29]=[CH:30][C:25]=1[CH:24]1[NH:1][C:2]2[CH:3]=[CH:4][N:5]=[C:6]([C:20]([F:23])([F:21])[F:22])[C:7]=2[C:8](=[O:9])[N:10]1[C@H:11]([CH3:19])[CH2:12][C:13]1[CH:18]=[CH:17][CH:16]=[CH:15][CH:14]=1. (4) Given the reactants [OH:1][CH:2]([CH2:16][CH3:17])[CH2:3][CH2:4]OS(C1C=CC(C)=CC=1)(=O)=O.C(O)(=O)C.[CH2:22]([C:24]1[CH:25]=[CH:26][C:27]([OH:38])=[C:28]([C:30]([C:32]2[CH:37]=[CH:36][CH:35]=[CH:34][CH:33]=2)=[O:31])[CH:29]=1)[CH3:23].C(=O)([O-])[O-].[Cs+].[Cs+], predict the reaction product. The product is: [CH2:22]([C:24]1[CH:25]=[CH:26][C:27]([O:38][CH2:4][CH2:3][CH:2]([OH:1])[CH2:16][CH3:17])=[C:28]([C:30]([C:32]2[CH:37]=[CH:36][CH:35]=[CH:34][CH:33]=2)=[O:31])[CH:29]=1)[CH3:23]. (5) Given the reactants [NH:1]1[CH2:6][CH2:5][O:4][CH:3]([CH2:7][NH:8][C:9]([C:11]2[C:15]3[N:16]=[CH:17][N:18]=[C:19]([C:20]4[C:28]5[O:27][CH2:26][O:25][C:24]=5[CH:23]=[CH:22][C:21]=4[O:29][CH2:30][CH:31]4[CH2:33][CH2:32]4)[C:14]=3[NH:13][CH:12]=2)=[O:10])[CH2:2]1.[C:34](Cl)(=[O:37])[CH2:35][CH3:36], predict the reaction product. The product is: [C:34]([N:1]1[CH2:6][CH2:5][O:4][CH:3]([CH2:7][NH:8][C:9]([C:11]2[C:15]3[N:16]=[CH:17][N:18]=[C:19]([C:20]4[C:28]5[O:27][CH2:26][O:25][C:24]=5[CH:23]=[CH:22][C:21]=4[O:29][CH2:30][CH:31]4[CH2:32][CH2:33]4)[C:14]=3[NH:13][CH:12]=2)=[O:10])[CH2:2]1)(=[O:37])[CH2:35][CH3:36]. (6) Given the reactants [H-].[Na+].[NH:3]1[CH:7]=[CH:6][N:5]=[CH:4]1.Br[CH2:9][CH2:10][CH2:11][Cl:12].CO, predict the reaction product. The product is: [Cl:12][CH2:11][CH2:10][CH2:9][N:3]1[CH:7]=[CH:6][N:5]=[CH:4]1.